From a dataset of Catalyst prediction with 721,799 reactions and 888 catalyst types from USPTO. Predict which catalyst facilitates the given reaction. (1) Reactant: [C:1]([O:4][C@H:5]1[CH2:22][CH2:21][C@@:20]2([CH3:23])[C@@H:7]([CH2:8][CH2:9][C@:10]3([CH3:34])[C@@H:19]2[CH2:18][CH2:17][C@H:16]2[C@@:11]3([CH3:33])[CH2:12][CH2:13][C@@:14]3([C:30]([OH:32])=[O:31])[CH2:26][CH2:25][C@@H:24]([C:27]([CH3:29])=[CH2:28])[C@@H:15]32)[C:6]1([CH3:36])[CH3:35])(=[O:3])[CH3:2]. Product: [C:1]([O:4][C@H:5]1[CH2:22][CH2:21][C@@:20]2([CH3:23])[C@@H:7]([CH2:8][CH2:9][C@:10]3([CH3:34])[C@@H:19]2[CH2:18][CH2:17][C@H:16]2[C@@:11]3([CH3:33])[CH2:12][CH2:13][C@@:14]3([C:30]([OH:32])=[O:31])[CH2:26][CH2:25][C@@H:24]([CH:27]([CH3:28])[CH3:29])[C@@H:15]32)[C:6]1([CH3:36])[CH3:35])(=[O:3])[CH3:2]. The catalyst class is: 78. (2) Reactant: [Cl:1][C:2]1[N:7]=[CH:6][N:5]=[C:4]2[NH:8][N:9]=[C:10]([CH3:11])[C:3]=12.[C:12](=O)([O-])[O-].[K+].[K+].IC. Product: [Cl:1][C:2]1[N:7]=[CH:6][N:5]=[C:4]2[N:8]([CH3:12])[N:9]=[C:10]([CH3:11])[C:3]=12. The catalyst class is: 42. (3) Reactant: [Cl:1][C:2]([Cl:44])([Cl:43])[CH2:3][O:4][C:5]([C@@H:7]1[CH2:12][CH2:11][CH2:10][N:9]([C:13](=[O:42])[C@@H:14]([NH:34][C:35](OC(C)(C)C)=[O:36])[CH2:15][O:16][Si:17]([C:30]([CH3:33])([CH3:32])[CH3:31])([C:24]2[CH:29]=[CH:28][CH:27]=[CH:26][CH:25]=2)[C:18]2[CH:23]=[CH:22][CH:21]=[CH:20][CH:19]=2)[NH:8]1)=[O:6].FC(F)(F)S(O[Si](C)(C)C)(=O)=O.C(N(CC)C(C)C)(C)C.[C:66]([O:70][C:71]([NH:73][C@H:74](C(O)=O)[CH:75]([CH3:77])[CH3:76])=[O:72])([CH3:69])([CH3:68])[CH3:67].C[NH3+].F[P-](F)(F)(F)(F)F.N1(OC(N(C)C)=[N+](C)C)C2N=CC=CC=2N=N1.F[P-](F)(F)(F)(F)F. Product: [Cl:1][C:2]([Cl:44])([Cl:43])[CH2:3][O:4][C:5]([C@@H:7]1[CH2:12][CH2:11][CH2:10][N:9]([C:13](=[O:42])[C@@H:14]([NH:34][C:35](=[O:36])[C@@H:74]([NH:73][C:71]([O:70][C:66]([CH3:68])([CH3:67])[CH3:69])=[O:72])[CH:75]([CH3:77])[CH3:76])[CH2:15][O:16][Si:17]([C:30]([CH3:32])([CH3:31])[CH3:33])([C:24]2[CH:29]=[CH:28][CH:27]=[CH:26][CH:25]=2)[C:18]2[CH:19]=[CH:20][CH:21]=[CH:22][CH:23]=2)[NH:8]1)=[O:6]. The catalyst class is: 4. (4) Reactant: [Cl:1][C:2]1[CH:7]=[CH:6][C:5]([CH:8]2[CH2:10][CH:9]2[NH:11]C(=O)OC(C)(C)C)=[CH:4][CH:3]=1.Cl.O1CCOCC1. Product: [ClH:1].[Cl:1][C:2]1[CH:3]=[CH:4][C:5]([CH:8]2[CH2:10][CH:9]2[NH2:11])=[CH:6][CH:7]=1. The catalyst class is: 4. (5) The catalyst class is: 4. Product: [F:18][C:19]([F:32])([F:31])[S:20]([O:6][CH2:5][CH2:4][S:3][C:2]([F:8])([F:7])[F:1])(=[O:22])=[O:21]. Reactant: [F:1][C:2]([F:8])([F:7])[S:3][CH2:4][CH2:5][OH:6].C(N(CC)C(C)C)(C)C.[F:18][C:19]([F:32])([F:31])[S:20](O[S:20]([C:19]([F:32])([F:31])[F:18])(=[O:22])=[O:21])(=[O:22])=[O:21]. (6) The catalyst class is: 1. Reactant: B1C2CCCC1CCC2.[CH:10]([C:12]1[CH:13]=[CH:14][C:15]([O:20][C:21]2[CH:26]=[CH:25][CH:24]=[C:23]([C:27]([F:30])([F:29])[F:28])[CH:22]=2)=[C:16]([CH:19]=1)[C:17]#[N:18])=[CH2:11].[O-:31]S([O-])=O.[Na+].[Na+]. Product: [OH:31][CH2:11][CH2:10][C:12]1[CH:13]=[CH:14][C:15]([O:20][C:21]2[CH:26]=[CH:25][CH:24]=[C:23]([C:27]([F:28])([F:29])[F:30])[CH:22]=2)=[C:16]([CH:19]=1)[C:17]#[N:18]. (7) The catalyst class is: 1. Product: [F:1][C@H:2]1[CH2:6][CH2:5][N:4]([C:7]2[CH:14]=[CH:13][C:10]([C:11](=[O:22])[CH2:15][CH2:16][CH3:17])=[CH:9][CH:8]=2)[CH2:3]1. Reactant: [F:1][C@H:2]1[CH2:6][CH2:5][N:4]([C:7]2[CH:14]=[CH:13][C:10]([C:11]#N)=[CH:9][CH:8]=2)[CH2:3]1.[CH2:15]([Mg]Cl)[CH2:16][CH3:17].Cl.C([O-])(O)=[O:22].[Na+]. (8) Reactant: [O:1]=[C:2]1[CH2:7][CH2:6][N:5]([C:8]([O:10][C:11]([CH3:14])([CH3:13])[CH3:12])=[O:9])[CH2:4][CH:3]1[C:15]([O:17][CH2:18][CH3:19])=[O:16].C(N(C(C)C)CC)(C)C.[F:29][C:30]([F:43])([F:42])[S:31](O[S:31]([C:30]([F:43])([F:42])[F:29])(=[O:33])=[O:32])(=[O:33])=[O:32].C(=O)([O-])O.[Na+]. Product: [F:29][C:30]([F:43])([F:42])[S:31]([O:1][C:2]1[CH2:7][CH2:6][N:5]([C:8]([O:10][C:11]([CH3:12])([CH3:13])[CH3:14])=[O:9])[CH2:4][C:3]=1[C:15]([O:17][CH2:18][CH3:19])=[O:16])(=[O:33])=[O:32]. The catalyst class is: 2.